From a dataset of Drug-target binding data from BindingDB using IC50 measurements. Regression. Given a target protein amino acid sequence and a drug SMILES string, predict the binding affinity score between them. We predict pIC50 (pIC50 = -log10(IC50 in M); higher means more potent). Dataset: bindingdb_ic50. (1) The drug is CC[C@H](C)[C@H](NC(=O)[C@H](CCCN=C(N)N)NC(=O)OCc1ccccc1)C(=O)N[C@H](CC=O)Cc1ccccc1. The target protein (P00784) has sequence MAMIPSISKLLFVAICLFVYMGLSFGDFSIVGYSQNDLTSTERLIQLFESWMLKHNKIYKNIDEKIYRFEIFKDNLKYIDETNKKNNSYWLGLNVFADMSNDEFKEKYTGSIAGNYTTTELSYEEVLNDGDVNIPEYVDWRQKGAVTPVKNQGSCGSCWAFSAVVTIEGIIKIRTGNLNEYSEQELLDCDRRSYGCNGGYPWSALQLVAQYGIHYRNTYPYEGVQRYCRSREKGPYAAKTDGVRQVQPYNEGALLYSIANQPVSVVLEAAGKDFQLYRGGIFVGPCGNKVDHAVAAVGYGPNYILIKNSWGTGWGENGYIRIKRGTGNSYGVCGLYTSSFYPVKN. The pIC50 is 4.2. (2) The small molecule is C#CCO[C@@H]1[C@@H](C)[C@H](OC(=O)NCCCNC(=N)NC(=O)NC)[C@@H](C)C(=O)O[C@H](CC)C(C)(C)[C@H](O)[C@@H](C)[C@@H](O)[C@H](C)C[C@@]1(C)O. The target protein (P11797) has sequence MSTRKAVIGYYFIPTNQINNYTETDTSVVPFPVSNITPAKAKQLTHINFSFLDINSNLECAWDPATNDAKARDVVNRLTALKAHNPSLRIMFSIGGWYYSNDLGVSHANYVNAVKTPAARTKFAQSCVRIMKDYGFDGVDIDWEYPQAAEVDGFIAALQEIRTLLNQQTIADGRQALPYQLTIAGAGGAFFLSRYYSKLAQIVAPLDYINLMTYDLAGPWEKITNHQAALFGDAAGPTFYNALREANLGWSWEELTRAFPSPFSLTVDAAVQQHLMMEGVPSAKIVMGVPFYGRAFKGVSGGNGGQYSSHSTPGEDPYPNADYWLVGCDECVRDKDPRIASYRQLEQMLQGNYGYQRLWNDKTKTPYLYHAQNGLFVTYDDAESFKYKAKYIKQQQLGGVMFWHLGQDNRNGDLLAALDRYFNAADYDDSQLDMGTGLRYTGVGPGNLPIMTAPAYVPGTTYAQGALVSYQGYVWQTKWGYITSAPGSDSAWLKVGRLA. The pIC50 is 5.8. (3) The drug is CC[n+]1c(CC=Nc2ccccc2)oc2ccccc21. The target is TRQARRNRRRRWRERQR. The pIC50 is 5.2.